Dataset: Reaction yield outcomes from USPTO patents with 853,638 reactions. Task: Predict the reaction yield, written as a fraction of the theoretical maximum amount of product (1.0 means a 100% yield; for example, 0.34 means a 34% yield). (1) The reactants are [Cl:1][C:2]1[CH:3]=[C:4]([C:9]2[N:13]([CH3:14])[N:12]=[C:11]([C:15](=O)[CH3:16])[C:10]=2[OH:18])[CH:5]=[CH:6][C:7]=1[Cl:8].[N:19]1[CH:24]=[CH:23][C:22]([CH2:25][NH:26][C:27]([C:29]2[S:30][C:31]([C:34]([NH:36][NH2:37])=[O:35])=[CH:32][CH:33]=2)=[O:28])=[CH:21][CH:20]=1. The catalyst is CS(C)=O. The product is [N:19]1[CH:20]=[CH:21][C:22]([CH2:25][NH:26][C:27]([C:29]2[S:30][C:31]([C:34]([NH:36][N:37]=[C:15]([C:11]3[C:10]([OH:18])=[C:9]([C:4]4[CH:5]=[CH:6][C:7]([Cl:8])=[C:2]([Cl:1])[CH:3]=4)[N:13]([CH3:14])[N:12]=3)[CH3:16])=[O:35])=[CH:32][CH:33]=2)=[O:28])=[CH:23][CH:24]=1. The yield is 0.530. (2) The reactants are CCN(C(C)C)C(C)C.FC(F)(F)S(O[C:16]1[CH:17]=[CH:18][C:19]2[O:23][C:22]([C:24]3[CH:29]=[CH:28][C:27]([F:30])=[CH:26][CH:25]=3)=[C:21]([C:31](=[O:34])[NH:32][CH3:33])[C:20]=2[CH:35]=1)(=O)=O.[CH3:38][C:39]1[O:43][C:42]([C:44]2[CH:45]=[C:46](B(O)O)[CH:47]=[CH:48][CH:49]=2)=[N:41][N:40]=1.O1CCOCC1. The catalyst is C1C=CC([P]([Pd]([P](C2C=CC=CC=2)(C2C=CC=CC=2)C2C=CC=CC=2)([P](C2C=CC=CC=2)(C2C=CC=CC=2)C2C=CC=CC=2)[P](C2C=CC=CC=2)(C2C=CC=CC=2)C2C=CC=CC=2)(C2C=CC=CC=2)C2C=CC=CC=2)=CC=1.O. The product is [F:30][C:27]1[CH:26]=[CH:25][C:24]([C:22]2[O:23][C:19]3[CH:18]=[CH:17][C:16]([C:46]4[CH:47]=[CH:48][CH:49]=[C:44]([C:42]5[O:43][C:39]([CH3:38])=[N:40][N:41]=5)[CH:45]=4)=[CH:35][C:20]=3[C:21]=2[C:31]([NH:32][CH3:33])=[O:34])=[CH:29][CH:28]=1. The yield is 0.370. (3) The reactants are [O:1]1CCNCC[O:3][B:2]1[C@@H:9]([NH:14][C:15](=[O:33])[C@@H:16]([NH:24][C:25]([C:27]1[CH:32]=[N:31][CH:30]=[CH:29][N:28]=1)=[O:26])[CH2:17][C:18]1[CH:23]=[CH:22][CH:21]=[CH:20][CH:19]=1)[CH2:10][CH:11]([CH3:13])[CH3:12].Cl. The catalyst is CO. The product is [B:2]([OH:3])([OH:1])[C@@H:9]([NH:14][C:15]([C@@H:16]([NH:24][C:25]([C:27]1[CH:32]=[N:31][CH:30]=[CH:29][N:28]=1)=[O:26])[CH2:17][C:18]1[CH:19]=[CH:20][CH:21]=[CH:22][CH:23]=1)=[O:33])[CH2:10][CH:11]([CH3:13])[CH3:12]. The yield is 0.823. (4) The yield is 0.640. The catalyst is O1CCCC1. The reactants are [C:1]([O:5][C:6](=[O:30])[N:7]([C:20]1[C:21]2[N:22]([CH:27]=[CH:28][N:29]=2)[C:23](Br)=[CH:24][N:25]=1)[C:8]1[CH:13]=[CH:12][C:11]([N:14]2[CH2:19][CH2:18][O:17][CH2:16][CH2:15]2)=[CH:10][CH:9]=1)([CH3:4])([CH3:3])[CH3:2].C([Mg]Cl)(C)C.[CH2:36]([Sn:40](Cl)([CH2:45][CH2:46][CH2:47][CH3:48])[CH2:41][CH2:42][CH2:43][CH3:44])[CH2:37][CH2:38][CH3:39]. The product is [C:1]([O:5][C:6](=[O:30])[N:7]([C:8]1[CH:13]=[CH:12][C:11]([N:14]2[CH2:19][CH2:18][O:17][CH2:16][CH2:15]2)=[CH:10][CH:9]=1)[C:20]1[C:21]2[N:22]([CH:27]=[CH:28][N:29]=2)[C:23]([Sn:40]([CH2:41][CH2:42][CH2:43][CH3:44])([CH2:45][CH2:46][CH2:47][CH3:48])[CH2:36][CH2:37][CH2:38][CH3:39])=[CH:24][N:25]=1)([CH3:4])([CH3:3])[CH3:2]. (5) The reactants are [CH3:1][O:2][C:3](=[O:11])[CH2:4][CH2:5][CH2:6][C:7]#[C:8][CH2:9]O.C1(P(C2C=CC=CC=2)C2C=CC=CC=2)C=CC=CC=1.N1C=CN=C1.[I:36]I. The catalyst is ClCCl. The product is [CH3:1][O:2][C:3](=[O:11])[CH2:4][CH2:5][CH2:6][C:7]#[C:8][CH2:9][I:36]. The yield is 0.830. (6) The reactants are [CH2:1]([N:5]1[C:9]2[CH:10]=[C:11]([NH2:14])[CH:12]=[CH:13][C:8]=2[N:7]=[CH:6]1)[CH:2]([CH3:4])[CH3:3].[Br:15]Br.N.CO.C(Cl)Cl. The catalyst is CC(O)=O. The product is [CH2:1]([N:5]1[C:9]2[C:10]([Br:15])=[C:11]([NH2:14])[CH:12]=[CH:13][C:8]=2[N:7]=[CH:6]1)[CH:2]([CH3:4])[CH3:3]. The yield is 0.290. (7) The reactants are C(OC([N:8]1[CH2:13][CH2:12][CH:11]([C:14]2[CH:35]=[CH:34][C:17]3[C:18]4[N:19]=[C:20]([C:26]5[N:27]([CH:31]([CH3:33])[CH3:32])[N:28]=[CH:29][N:30]=5)[S:21][C:22]=4[CH2:23][CH2:24][O:25][C:16]=3[CH:15]=2)[CH2:10][CH2:9]1)=O)(C)(C)C.Cl.CCOCC. The catalyst is CO. The product is [CH:31]([N:27]1[C:26]([C:20]2[S:21][C:22]3[CH2:23][CH2:24][O:25][C:16]4[CH:15]=[C:14]([CH:11]5[CH2:12][CH2:13][NH:8][CH2:9][CH2:10]5)[CH:35]=[CH:34][C:17]=4[C:18]=3[N:19]=2)=[N:30][CH:29]=[N:28]1)([CH3:33])[CH3:32]. The yield is 0.280.